Dataset: Full USPTO retrosynthesis dataset with 1.9M reactions from patents (1976-2016). Task: Predict the reactants needed to synthesize the given product. (1) Given the product [OH:21][C@@H:6]1[CH2:7][C@@H:8]2[S:9][C@@H:10]([CH2:14][CH2:15][CH2:16][C:17]([O:19][CH3:20])=[O:18])[CH2:11][CH2:12][C@@H:13]2[C@H:5]1/[CH:4]=[CH:3]/[C@@H:2]([OH:1])[CH2:28][O:29][C:30]1[CH:35]=[CH:34][CH:33]=[CH:32][CH:31]=1, predict the reactants needed to synthesize it. The reactants are: [OH:1][C@@H:2]([CH2:28][O:29][C:30]1[CH:35]=[CH:34][CH:33]=[CH:32][CH:31]=1)/[CH:3]=[CH:4]/[C@@H:5]1[C@@H:13]2[C@@H:8]([S:9][C@@H:10]([CH2:14][CH2:15][CH2:16][C:17]([O:19][CH3:20])=[O:18])[CH2:11][CH2:12]2)[CH2:7][C@H:6]1[O:21]C1CCCCO1.O.C1(C)C=CC(S(O)(=O)=O)=CC=1. (2) Given the product [NH2:9][C:4]1[CH:5]=[C:6]([CH3:8])[CH:7]=[C:2]([CH3:1])[C:3]=1[NH:12][CH2:13][C:14]([N:16]([CH3:18])[CH3:17])=[O:15], predict the reactants needed to synthesize it. The reactants are: [CH3:1][C:2]1[CH:7]=[C:6]([CH3:8])[CH:5]=[C:4]([N+:9]([O-])=O)[C:3]=1[NH:12][CH2:13][C:14]([N:16]([CH3:18])[CH3:17])=[O:15]. (3) Given the product [Cl:24][C:20]1[C:19]([F:25])=[C:18]([C@@H:17]2[C@:16]([C:28]3[CH:33]=[CH:32][C:31]([Cl:34])=[CH:30][C:29]=3[F:35])([C:26]#[N:27])[C@H:15]([CH2:36][C:37]([CH3:39])([CH3:40])[CH3:38])[NH:14][C@H:13]2[C:11]([NH:10][C:8]2[NH:9][C:5]([CH2:4][C:3]([OH:41])=[O:2])=[N:6][N:7]=2)=[O:12])[CH:23]=[CH:22][CH:21]=1, predict the reactants needed to synthesize it. The reactants are: C[O:2][C:3](=[O:41])[CH2:4][C:5]1[NH:9][C:8]([NH:10][C:11]([C@H:13]2[C@H:17]([C:18]3[CH:23]=[CH:22][CH:21]=[C:20]([Cl:24])[C:19]=3[F:25])[C@:16]([C:28]3[CH:33]=[CH:32][C:31]([Cl:34])=[CH:30][C:29]=3[F:35])([C:26]#[N:27])[C@H:15]([CH2:36][C:37]([CH3:40])([CH3:39])[CH3:38])[NH:14]2)=[O:12])=[N:7][N:6]=1.[Li+].[OH-]. (4) Given the product [Cl:1][C:2]1[CH:3]=[CH:4][C:5]2[N:11]3[CH:12]=[CH:13][CH:14]=[C:10]3[C@H:9]([CH2:15][C:16]([N:18]3[CH2:23][CH2:22][CH:21]([CH2:24][C:25]([OH:27])=[O:26])[CH2:20][CH2:19]3)=[O:17])[O:8][C@@H:7]([C:28]3[CH:33]=[CH:32][CH:31]=[C:30]([O:34][CH3:35])[C:29]=3[O:36][CH3:37])[C:6]=2[CH:38]=1, predict the reactants needed to synthesize it. The reactants are: [Cl:1][C:2]1[CH:3]=[CH:4][C:5]2[N:11]3[CH:12]=[CH:13][CH:14]=[C:10]3[C@@H:9]([CH2:15][C:16]([N:18]3[CH2:23][CH2:22][CH:21]([CH2:24][C:25]([OH:27])=[O:26])[CH2:20][CH2:19]3)=[O:17])[O:8][C@H:7]([C:28]3[CH:33]=[CH:32][CH:31]=[C:30]([O:34][CH3:35])[C:29]=3[O:36][CH3:37])[C:6]=2[CH:38]=1.ClC1C=CC2N3C=CC=C3[C@H](CC(N3CCC(CC(OCC)=O)CC3)=O)O[C@@H](C3C=CC=C(OC)C=3OC)C=2C=1.C(=O)([O-])[O-].[K+].[K+].